Dataset: Full USPTO retrosynthesis dataset with 1.9M reactions from patents (1976-2016). Task: Predict the reactants needed to synthesize the given product. (1) Given the product [CH:14]([C:15]1[CH:16]=[C:17]([CH3:18])[NH:12][C:10](=[O:11])[C:9]=1[C:7]#[N:8])([CH2:20][CH3:21])[CH3:13], predict the reactants needed to synthesize it. The reactants are: CC([O-])(C)C.[K+].[C:7]([CH2:9][C:10]([NH2:12])=[O:11])#[N:8].[CH3:13][CH:14]([CH2:20][CH3:21])/[CH:15]=[CH:16]/[C:17](=O)[CH3:18].O=O.Cl. (2) Given the product [Br:25][C:26]1[CH:31]=[CH:30][C:29]([N:3]2[CH:7]=[C:6]([NH2:8])[CH:5]=[N:4]2)=[CH:28][C:27]=1[O:33][CH3:34], predict the reactants needed to synthesize it. The reactants are: Cl.Cl.[NH:3]1[CH:7]=[C:6]([NH2:8])[CH:5]=[N:4]1.C(=NO)C1C(=CC=CC=1)O.C(=O)([O-])[O-].[Cs+].[Cs+].[Br:25][C:26]1[CH:31]=[CH:30][C:29](I)=[CH:28][C:27]=1[O:33][CH3:34].